Dataset: Full USPTO retrosynthesis dataset with 1.9M reactions from patents (1976-2016). Task: Predict the reactants needed to synthesize the given product. (1) Given the product [CH2:19]([NH:18][C:2](=[O:3])[CH2:4][CH2:5][CH2:6][CH2:7][C@H:8]1[C@@H:16]2[C@@H:11]([NH:12][C:13]([NH:15]2)=[O:14])[CH2:10][S:9]1)[CH:20]=[CH2:21], predict the reactants needed to synthesize it. The reactants are: O[C:2]([CH2:4][CH2:5][CH2:6][CH2:7][C@H:8]1[C@@H:16]2[C@@H:11]([NH:12][C:13]([NH:15]2)=[O:14])[CH2:10][S:9]1)=[O:3].O[N:18]1C(=O)[CH2:21][CH2:20][C:19]1=O.C(N)C=C.[Al].C(#N)C. (2) Given the product [OH:7][CH2:8][C:9]1[CH:14]=[CH:13][C:12]([NH:15][C:16]([C:18]2[CH:19]=[N:20][N:21]3[CH:26]=[CH:25][CH:24]=[N:23][C:22]=23)=[O:17])=[C:11]([O:27][CH3:28])[CH:10]=1, predict the reactants needed to synthesize it. The reactants are: Cl.C([SiH2][O:7][C:8](C)(C)[C:9]1[CH:14]=[CH:13][C:12]([NH:15][C:16]([C:18]2[CH:19]=[N:20][N:21]3[CH:26]=[CH:25][CH:24]=[N:23][C:22]=23)=[O:17])=[C:11]([O:27][CH3:28])[CH:10]=1)(C)(C)C.O.[OH-].[Na+]. (3) Given the product [Si:1]([O:8][C:9]1([C:13]2[CH:14]=[CH:15][C:16]3[C:17]4[N:25]=[CH:24][C:23]([C:26]5[C:27]([CH3:32])=[N:28][O:29][C:30]=5[CH3:31])=[CH:22][C:18]=4[N:19]([C@H:39]([C:33]4[CH:38]=[CH:37][CH:36]=[CH:35][CH:34]=4)[CH:41]4[CH2:42][CH2:43][O:44][CH2:45][CH2:46]4)[C:20]=3[CH:21]=2)[CH2:10][O:11][CH2:12]1)([C:4]([CH3:6])([CH3:7])[CH3:5])([CH3:2])[CH3:3], predict the reactants needed to synthesize it. The reactants are: [Si:1]([O:8][C:9]1([C:13]2[CH:14]=[CH:15][C:16]3[C:17]4[N:25]=[CH:24][C:23]([C:26]5[C:27]([CH3:32])=[N:28][O:29][C:30]=5[CH3:31])=[CH:22][C:18]=4[NH:19][C:20]=3[CH:21]=2)[CH2:12][O:11][CH2:10]1)([C:4]([CH3:7])([CH3:6])[CH3:5])([CH3:3])[CH3:2].[C:33]1([C@@H:39]([CH:41]2[CH2:46][CH2:45][O:44][CH2:43][CH2:42]2)O)[CH:38]=[CH:37][CH:36]=[CH:35][CH:34]=1.C1(P(C2C=CC=CC=2)C2C=CC=CC=2)C=CC=CC=1.CC(OC(/N=N/C(OC(C)C)=O)=O)C. (4) The reactants are: [CH3:1][O:2][C:3]1[CH:8]=[CH:7][C:6]([NH:9][C:10](=O)[C:11]2[CH:16]=[CH:15][N:14]=[CH:13][CH:12]=2)=[CH:5][CH:4]=1.P(Cl)(Cl)(Cl)(Cl)Cl.CO[CH:26](OC)[CH2:27][NH2:28].C(O)(C)C. Given the product [CH3:1][O:2][C:3]1[CH:8]=[CH:7][C:6]([N:9]2[CH:26]=[CH:27][N:28]=[C:10]2[C:11]2[CH:16]=[CH:15][N:14]=[CH:13][CH:12]=2)=[CH:5][CH:4]=1, predict the reactants needed to synthesize it. (5) The reactants are: [Cl-].[Al+3].[Cl-].[Cl-].C[O:6][C:7]1[CH:15]=[C:14]2[C:10]([CH2:11][CH2:12][C:13]2=[O:16])=[CH:9][CH:8]=1. Given the product [OH:6][C:7]1[CH:15]=[C:14]2[C:10]([CH2:11][CH2:12][C:13]2=[O:16])=[CH:9][CH:8]=1, predict the reactants needed to synthesize it.